From a dataset of NCI-60 drug combinations with 297,098 pairs across 59 cell lines. Regression. Given two drug SMILES strings and cell line genomic features, predict the synergy score measuring deviation from expected non-interaction effect. (1) Drug 1: CN(C)C1=NC(=NC(=N1)N(C)C)N(C)C. Drug 2: C1C(C(OC1N2C=NC(=NC2=O)N)CO)O. Cell line: MALME-3M. Synergy scores: CSS=-0.190, Synergy_ZIP=-0.859, Synergy_Bliss=3.61, Synergy_Loewe=-9.79, Synergy_HSA=-2.05. (2) Drug 1: CNC(=O)C1=NC=CC(=C1)OC2=CC=C(C=C2)NC(=O)NC3=CC(=C(C=C3)Cl)C(F)(F)F. Drug 2: CCN(CC)CCCC(C)NC1=C2C=C(C=CC2=NC3=C1C=CC(=C3)Cl)OC. Cell line: K-562. Synergy scores: CSS=4.45, Synergy_ZIP=-3.63, Synergy_Bliss=-13.2, Synergy_Loewe=-23.3, Synergy_HSA=-10.0. (3) Drug 1: C1=CC(=CC=C1CC(C(=O)O)N)N(CCCl)CCCl.Cl. Cell line: UO-31. Drug 2: C1=CC=C(C=C1)NC(=O)CCCCCCC(=O)NO. Synergy scores: CSS=8.47, Synergy_ZIP=-2.63, Synergy_Bliss=1.78, Synergy_Loewe=1.03, Synergy_HSA=1.85. (4) Drug 1: C1CCC(C1)C(CC#N)N2C=C(C=N2)C3=C4C=CNC4=NC=N3. Drug 2: C1=CC(=CC=C1CCCC(=O)O)N(CCCl)CCCl. Cell line: T-47D. Synergy scores: CSS=26.7, Synergy_ZIP=-2.78, Synergy_Bliss=3.04, Synergy_Loewe=-2.54, Synergy_HSA=-1.47. (5) Drug 1: CC1=C(C=C(C=C1)C(=O)NC2=CC(=CC(=C2)C(F)(F)F)N3C=C(N=C3)C)NC4=NC=CC(=N4)C5=CN=CC=C5. Drug 2: N.N.Cl[Pt+2]Cl. Cell line: HS 578T. Synergy scores: CSS=9.04, Synergy_ZIP=-2.01, Synergy_Bliss=5.99, Synergy_Loewe=2.78, Synergy_HSA=3.55. (6) Drug 1: CCCS(=O)(=O)NC1=C(C(=C(C=C1)F)C(=O)C2=CNC3=C2C=C(C=N3)C4=CC=C(C=C4)Cl)F. Drug 2: C1=CC(=CC=C1CCCC(=O)O)N(CCCl)CCCl. Cell line: HOP-92. Synergy scores: CSS=33.1, Synergy_ZIP=-10.6, Synergy_Bliss=0.885, Synergy_Loewe=-1.43, Synergy_HSA=0.00545. (7) Drug 1: C1CCN(CC1)CCOC2=CC=C(C=C2)C(=O)C3=C(SC4=C3C=CC(=C4)O)C5=CC=C(C=C5)O. Drug 2: CC1CCCC2(C(O2)CC(NC(=O)CC(C(C(=O)C(C1O)C)(C)C)O)C(=CC3=CSC(=N3)C)C)C. Cell line: SR. Synergy scores: CSS=5.47, Synergy_ZIP=-3.12, Synergy_Bliss=-8.11, Synergy_Loewe=-20.3, Synergy_HSA=-9.29. (8) Synergy scores: CSS=39.9, Synergy_ZIP=-7.32, Synergy_Bliss=6.27, Synergy_Loewe=7.37, Synergy_HSA=8.50. Cell line: UACC62. Drug 1: C1CCC(CC1)NC(=O)N(CCCl)N=O. Drug 2: C1=NC(=NC(=O)N1C2C(C(C(O2)CO)O)O)N. (9) Drug 1: CC1=C(C=C(C=C1)NC(=O)C2=CC=C(C=C2)CN3CCN(CC3)C)NC4=NC=CC(=N4)C5=CN=CC=C5. Drug 2: CCCCCOC(=O)NC1=NC(=O)N(C=C1F)C2C(C(C(O2)C)O)O. Cell line: HT29. Synergy scores: CSS=-2.88, Synergy_ZIP=5.76, Synergy_Bliss=9.75, Synergy_Loewe=1.56, Synergy_HSA=1.51.